This data is from Full USPTO retrosynthesis dataset with 1.9M reactions from patents (1976-2016). The task is: Predict the reactants needed to synthesize the given product. (1) Given the product [CH3:1][C:2]1[O:3][C:4]([C:7]2[CH:8]=[CH:9][C:10]3[O:14][CH:13]=[C:12]([C:15]4[CH:16]=[CH:17][C:18]([S:21]([CH3:22])=[O:32])=[CH:19][CH:20]=4)[C:11]=3[CH:23]=2)=[N:5][N:6]=1, predict the reactants needed to synthesize it. The reactants are: [CH3:1][C:2]1[O:3][C:4]([C:7]2[CH:8]=[CH:9][C:10]3[O:14][CH:13]=[C:12]([C:15]4[CH:20]=[CH:19][C:18]([S:21][CH3:22])=[CH:17][CH:16]=4)[C:11]=3[CH:23]=2)=[N:5][N:6]=1.ClC1C=CC=C(C(OO)=[O:32])C=1. (2) Given the product [Br:1][C:2]1[CH:7]=[N:6][C:5]2[NH:8][C:15](=[O:16])[N:22]([CH2:26][CH2:25][N:24]([CH3:23])[CH3:28])[CH2:9][C:4]=2[CH:3]=1, predict the reactants needed to synthesize it. The reactants are: [Br:1][C:2]1[CH:3]=[C:4]([CH2:9]CCN(C)C)[C:5]([NH2:8])=[N:6][CH:7]=1.[C:15]([N:22]1[CH:26]=[CH:25][N:24]=[CH:23]1)(N1C=CN=C1)=[O:16].O1CCOC[CH2:28]1. (3) The reactants are: [CH:1]1[C:10]2[C:5](=[CH:6][CH:7]=[CH:8][CH:9]=2)[CH:4]=[CH:3][C:2]=1B(O)O.Cl[C:15]1[CH:16]=[C:17]([CH:23]=[CH:24][N:25]=1)[C:18]([O:20][CH2:21][CH3:22])=[O:19]. Given the product [CH:1]1[C:10]2[C:5](=[CH:6][CH:7]=[CH:8][CH:9]=2)[CH:4]=[CH:3][C:2]=1[C:15]1[CH:16]=[C:17]([CH:23]=[CH:24][N:25]=1)[C:18]([O:20][CH2:21][CH3:22])=[O:19], predict the reactants needed to synthesize it. (4) The reactants are: [C:1]([C:4]1[CH:13]([C:14]2[CH:15]=[CH:16][CH:17]=[C:18]3[C:23]=2[O:22][C:21]([CH3:24])=[CH:20][C:19]3=[O:25])[C:12]2[C:11](=[O:26])[NH:10][CH:9]=[CH:8][C:7]=2[NH:6][C:5]=1[CH3:27])(=[O:3])[CH3:2].[F:28][C:29]([F:42])([F:41])[S:30](O[S:30]([C:29]([F:42])([F:41])[F:28])(=[O:32])=[O:31])(=[O:32])=[O:31]. Given the product [F:28][C:29]([F:42])([F:41])[S:30]([O:26][C:11]1[N:10]=[CH:9][CH:8]=[C:7]2[C:12]=1[CH:13]([C:14]1[CH:15]=[CH:16][CH:17]=[C:18]3[C:23]=1[O:22][C:21]([CH3:24])=[CH:20][C:19]3=[O:25])[C:4]([C:1](=[O:3])[CH3:2])=[C:5]([CH3:27])[NH:6]2)(=[O:32])=[O:31], predict the reactants needed to synthesize it.